From a dataset of Reaction yield outcomes from USPTO patents with 853,638 reactions. Predict the reaction yield, written as a fraction of the theoretical maximum amount of product (1.0 means a 100% yield; for example, 0.34 means a 34% yield). (1) The reactants are [CH3:1][S:2]([NH:5][CH:6]([C:18]1[CH:23]=[CH:22][CH:21]=[CH:20][CH:19]=1)[C:7]([O:9][C@@H:10]1[CH:15]2[CH2:16][CH2:17][N:12]([CH2:13][CH2:14]2)[CH2:11]1)=[O:8])(=[O:4])=[O:3].[Br:24][CH2:25][C:26]([C:28]1[CH:33]=[CH:32][CH:31]=[CH:30][CH:29]=1)=[O:27]. The catalyst is CCOC(C)=O.C(#N)C. The product is [Br-:24].[CH3:1][S:2]([NH:5][CH:6]([C:18]1[CH:19]=[CH:20][CH:21]=[CH:22][CH:23]=1)[C:7]([O:9][C@@H:10]1[CH:15]2[CH2:14][CH2:13][N+:12]([CH2:25][C:26](=[O:27])[C:28]3[CH:33]=[CH:32][CH:31]=[CH:30][CH:29]=3)([CH2:17][CH2:16]2)[CH2:11]1)=[O:8])(=[O:3])=[O:4]. The yield is 0.647. (2) The reactants are [CH:1]1([CH2:4]O)[CH2:3][CH2:2]1.[NH:6]([C:15]([O:17][C:18]([CH3:21])([CH3:20])[CH3:19])=[O:16])[NH:7][C:8]([O:10][C:11]([CH3:14])([CH3:13])[CH3:12])=[O:9].C1(P(C2C=CC=CC=2)C2C=CC=CC=2)C=CC=CC=1.N(/C(OC(C)(C)C)=O)=N\C(OC(C)(C)C)=O. The catalyst is C1COCC1. The product is [CH:1]1([CH2:4][N:6]([C:15]([O:17][C:18]([CH3:21])([CH3:20])[CH3:19])=[O:16])[NH:7][C:8]([O:10][C:11]([CH3:12])([CH3:13])[CH3:14])=[O:9])[CH2:3][CH2:2]1. The yield is 0.960. (3) The reactants are OO.O.[OH-].[Li+].[CH2:6]([O:26][C@@H:27]([CH2:43][CH3:44])[C:28](N1[C@@H](C)[C@@H](C2C=CC=CC=2)OC1=O)=[O:29])[CH2:7][CH2:8][CH2:9]/[CH:10]=[CH:11]\[CH2:12]/[CH:13]=[CH:14]\[CH2:15]/[CH:16]=[CH:17]\[CH2:18]/[CH:19]=[CH:20]\[CH2:21]/[CH:22]=[CH:23]\[CH2:24][CH3:25].[O-:45]S([O-])=O.[Na+].[Na+].Cl. The catalyst is O1CCCC1.O. The product is [CH2:6]([O:26][C@@H:27]([CH2:43][CH3:44])[C:28]([OH:29])=[O:45])[CH2:7][CH2:8][CH2:9]/[CH:10]=[CH:11]\[CH2:12]/[CH:13]=[CH:14]\[CH2:15]/[CH:16]=[CH:17]\[CH2:18]/[CH:19]=[CH:20]\[CH2:21]/[CH:22]=[CH:23]\[CH2:24][CH3:25]. The yield is 0.600. (4) The reactants are S(C)C.[CH3:4][C:5]1[N:6]=[C:7]([NH:10][C:11]2[N:16]=[CH:15][C:14]([S:17][CH:18]([C:32]3[CH:37]=[CH:36][CH:35]=[CH:34][N:33]=3)[CH:19]3[CH2:24][CH2:23][N:22](C(OC(C)(C)C)=O)[CH2:21][CH2:20]3)=[CH:13][C:12]=2[O:38][C:39]2[CH:44]=[CH:43][CH:42]=[CH:41][CH:40]=2)[S:8][CH:9]=1.[F:45][C:46]([F:51])([F:50])[C:47]([OH:49])=[O:48]. No catalyst specified. The product is [F:45][C:46]([F:51])([F:50])[C:47]([OH:49])=[O:48].[F:45][C:46]([F:51])([F:50])[C:47]([OH:49])=[O:48].[F:45][C:46]([F:51])([F:50])[C:47]([OH:49])=[O:48].[CH3:4][C:5]1[N:6]=[C:7]([NH:10][C:11]2[C:12]([O:38][C:39]3[CH:44]=[CH:43][CH:42]=[CH:41][CH:40]=3)=[CH:13][C:14]([S:17][CH:18]([CH:19]3[CH2:24][CH2:23][NH:22][CH2:21][CH2:20]3)[C:32]3[CH:37]=[CH:36][CH:35]=[CH:34][N:33]=3)=[CH:15][N:16]=2)[S:8][CH:9]=1. The yield is 0.900. (5) The reactants are Cl[C:2]([O:4][C:5]1[CH:10]=[CH:9][CH:8]=[CH:7][CH:6]=1)=[O:3].[CH3:11][S:12][C:13]1[C:14]([N:26]2[CH2:31][CH2:30][O:29][CH2:28][CH2:27]2)=[N:15][C:16]([C:19]2[CH:24]=[CH:23][C:22]([NH2:25])=[CH:21][CH:20]=2)=[N:17][CH:18]=1.C([O-])(O)=O.[Na+]. The catalyst is C(#N)C. The product is [CH3:11][S:12][C:13]1[C:14]([N:26]2[CH2:31][CH2:30][O:29][CH2:28][CH2:27]2)=[N:15][C:16]([C:19]2[CH:24]=[CH:23][C:22]([NH:25][C:2](=[O:3])[O:4][C:5]3[CH:10]=[CH:9][CH:8]=[CH:7][CH:6]=3)=[CH:21][CH:20]=2)=[N:17][CH:18]=1. The yield is 0.800. (6) The reactants are [NH2:1][C:2]1[C:3]([C:7](=[N:13][OH:14])[NH:8]CCOC)=[N:4][O:5][N:6]=1.O.[OH-].[K+].[C:18]([O:21][CH2:22]C)(=O)[CH3:19]. The catalyst is CCCCCC. The product is [OH:14][N:13]=[C:7]([C:3]1[C:2]([NH:1][CH2:19][CH2:18][O:21][CH3:22])=[N:6][O:5][N:4]=1)[NH2:8]. The yield is 0.810.